The task is: Predict the reactants needed to synthesize the given product.. This data is from Full USPTO retrosynthesis dataset with 1.9M reactions from patents (1976-2016). (1) Given the product [CH3:10][C:7]1[O:6][C:5]([CH:4]([NH2:1])[C:11]2([CH3:15])[CH2:12][O:13][CH2:14]2)=[CH:9][CH:8]=1, predict the reactants needed to synthesize it. The reactants are: [N:1]([CH:4]([C:11]1([CH3:15])[CH2:14][O:13][CH2:12]1)[C:5]1[O:6][C:7]([CH3:10])=[CH:8][CH:9]=1)=[N+]=[N-].[H][H]. (2) Given the product [CH:1]1([NH:7][C:8]([NH:10][C:11]2[N:12]=[C:13]3[C:19]([C:29]([CH3:31])=[CH2:30])=[CH:18][N:17]([CH2:21][O:22][CH2:23][CH2:24][Si:25]([CH3:28])([CH3:27])[CH3:26])[C:14]3=[N:15][CH:16]=2)=[O:9])[CH2:6][CH2:5][CH2:4][CH2:3][CH2:2]1, predict the reactants needed to synthesize it. The reactants are: [CH:1]1([NH:7][C:8]([NH:10][C:11]2[N:12]=[C:13]3[C:19](I)=[CH:18][N:17]([CH2:21][O:22][CH2:23][CH2:24][Si:25]([CH3:28])([CH3:27])[CH3:26])[C:14]3=[N:15][CH:16]=2)=[O:9])[CH2:6][CH2:5][CH2:4][CH2:3][CH2:2]1.[C:29](B1OC(C)(C)C(C)(C)O1)([CH3:31])=[CH2:30].C([O-])([O-])=O.[Cs+].[Cs+]. (3) Given the product [OH:1][C:2]1[C:3]2[O:16][N:15]=[C:14]([C:17]3[CH:22]=[CH:21][C:20]([O:23][CH3:24])=[CH:19][CH:18]=3)[C:4]=2[C:5]([CH3:25])=[N:6][C:7]=1[C:8]([O:10][CH2:11][CH3:12])=[O:9], predict the reactants needed to synthesize it. The reactants are: [OH:1][C:2]1[C:3]2[O:16][N:15]=[C:14]([C:17]3[CH:22]=[CH:21][C:20]([O:23][CH3:24])=[CH:19][CH:18]=3)[C:4]=2[C:5](I)=[N:6][C:7]=1[C:8]([O:10][CH2:11][CH3:12])=[O:9].[CH3:25]B(O)O.C(=O)([O-])[O-].[Cs+].[Cs+]. (4) Given the product [Cl:1][C:2]1[CH:27]=[CH:26][C:5]2[C:6](=[O:25])[N:7]=[C:8]([C:10]3[CH:15]=[C:14]([CH2:16][CH2:17][C:18]([OH:20])=[O:19])[CH:13]=[CH:12][N:11]=3)[S:9][C:4]=2[CH:3]=1, predict the reactants needed to synthesize it. The reactants are: [Cl:1][C:2]1[CH:27]=[CH:26][C:5]2[C:6](=[O:25])[N:7]=[C:8]([C:10]3[CH:15]=[C:14]([CH2:16][CH2:17][C:18]([O:20]C(C)(C)C)=[O:19])[CH:13]=[CH:12][N:11]=3)[S:9][C:4]=2[CH:3]=1. (5) Given the product [F:8][C:9]([F:14])([F:13])[C:10]([OH:12])=[O:11].[Cl:15][C:16]1[C:17]([F:50])=[C:18]([C:23]2[N:24]=[CH:25][N:26]([C@@H:30]3[C:46]4[CH:47]=[C:42]([CH:43]=[CH:44][N:45]=4)[C:41]4[C:37](=[CH:38][N:39]([C:2]5[CH:3]=[N:4][CH:5]=[N:6][CH:7]=5)[N:40]=4)[NH:36][C:35](=[O:48])[C@H:34]([CH3:49])[CH2:33][CH2:32][CH2:31]3)[C:27](=[O:29])[CH:28]=2)[C:19]([F:22])=[CH:20][CH:21]=1, predict the reactants needed to synthesize it. The reactants are: I[C:2]1[CH:3]=[N:4][CH:5]=[N:6][CH:7]=1.[F:8][C:9]([F:14])([F:13])[C:10]([OH:12])=[O:11].[Cl:15][C:16]1[C:17]([F:50])=[C:18]([C:23]2[N:24]=[CH:25][N:26]([C@@H:30]3[C:46]4[CH:47]=[C:42]([CH:43]=[CH:44][N:45]=4)[C:41]4[NH:40][N:39]=[CH:38][C:37]=4[NH:36][C:35](=[O:48])[C@H:34]([CH3:49])[CH2:33][CH2:32][CH2:31]3)[C:27](=[O:29])[CH:28]=2)[C:19]([F:22])=[CH:20][CH:21]=1. (6) Given the product [CH3:1][NH:2][S:3]([C:6]1[CH:7]=[CH:8][C:9]2[S:13][C:12]([C:14]([C:15]#[N:16])=[C:18]([O:21][CH3:22])[CH3:19])=[N:11][C:10]=2[CH:17]=1)(=[O:4])=[O:5], predict the reactants needed to synthesize it. The reactants are: [CH3:1][NH:2][S:3]([C:6]1[CH:7]=[CH:8][C:9]2[S:13][C:12]([CH2:14][C:15]#[N:16])=[N:11][C:10]=2[CH:17]=1)(=[O:5])=[O:4].[C:18]([O:21][C:22](=O)C)(=O)[CH3:19].